From a dataset of Forward reaction prediction with 1.9M reactions from USPTO patents (1976-2016). Predict the product of the given reaction. The product is: [F:1][C:2]1[CH:3]=[CH:4][C:5]([O:38][CH3:39])=[C:6]([C:8]2[C:17]3[C:12](=[CH:13][CH:14]=[CH:15][CH:16]=3)[C:11]([NH:18][C:19]3[CH:37]=[CH:36][C:22]([O:23][C:24]4[C:33]5[C:28](=[CH:29][C:30]([C:34]([NH2:35])=[O:41])=[CH:31][CH:32]=5)[N:27]=[CH:26][CH:25]=4)=[CH:21][CH:20]=3)=[N:10][N:9]=2)[CH:7]=1. Given the reactants [F:1][C:2]1[CH:3]=[CH:4][C:5]([O:38][CH3:39])=[C:6]([C:8]2[C:17]3[C:12](=[CH:13][CH:14]=[CH:15][CH:16]=3)[C:11]([NH:18][C:19]3[CH:37]=[CH:36][C:22]([O:23][C:24]4[C:33]5[C:28](=[CH:29][C:30]([C:34]#[N:35])=[CH:31][CH:32]=5)[N:27]=[CH:26][CH:25]=4)=[CH:21][CH:20]=3)=[N:10][N:9]=2)[CH:7]=1.C(=O)(O)[O-:41].[Na+].[OH-].[Na+], predict the reaction product.